From a dataset of Catalyst prediction with 721,799 reactions and 888 catalyst types from USPTO. Predict which catalyst facilitates the given reaction. (1) Reactant: [F:1][C:2]([F:36])([O:7][C:8]1[CH:13]=[CH:12][C:11]([N:14]2[CH:18]=[N:17][C:16]([C:19]3[CH:20]=[C:21]4[C:25](=[CH:26][CH:27]=3)[CH2:24][CH:23]([NH:28]C(=O)OC(C)(C)C)[CH2:22]4)=[N:15]2)=[CH:10][CH:9]=1)[C:3]([F:6])([F:5])[F:4].FC(F)(F)C(O)=O.[OH-].[Na+]. Product: [F:36][C:2]([F:1])([O:7][C:8]1[CH:13]=[CH:12][C:11]([N:14]2[CH:18]=[N:17][C:16]([C:19]3[CH:20]=[C:21]4[C:25](=[CH:26][CH:27]=3)[CH2:24][CH:23]([NH2:28])[CH2:22]4)=[N:15]2)=[CH:10][CH:9]=1)[C:3]([F:6])([F:5])[F:4]. The catalyst class is: 4. (2) Reactant: [CH2:1]([CH:3]([C:6]1[C:10]([CH2:11][CH2:12][CH2:13][OH:14])=[CH:9][N:8]([C:15]2[N:20]=[CH:19][C:18]([C:21]([F:24])([F:23])[F:22])=[CH:17][N:16]=2)[N:7]=1)[CH2:4][CH3:5])[CH3:2].O[C:26]1[C:31]([CH3:32])=[CH:30][CH:29]=[CH:28][C:27]=1[CH2:33][C:34]([O:36]C)=[O:35].C(P(CCCC)CCCC)CCC.N(C(N1CCCCC1)=O)=NC(N1CCCCC1)=O. Product: [CH2:1]([CH:3]([C:6]1[C:10]([CH2:11][CH2:12][CH2:13][O:14][C:26]2[C:31]([CH3:32])=[CH:30][CH:29]=[CH:28][C:27]=2[CH2:33][C:34]([OH:36])=[O:35])=[CH:9][N:8]([C:15]2[N:16]=[CH:17][C:18]([C:21]([F:22])([F:24])[F:23])=[CH:19][N:20]=2)[N:7]=1)[CH2:4][CH3:5])[CH3:2]. The catalyst class is: 7. (3) Reactant: [Cl:1][C:2]1[CH:7]=[CH:6][C:5]([C@H:8]2[NH:13][C@@H:12]([C@@H:14]([OH:16])[CH3:15])[CH2:11][O:10][CH2:9]2)=[CH:4][CH:3]=1.N1C=CC=CC=1.[C:23](Cl)(=[O:27])[C:24](Cl)=[O:25]. Product: [Cl:1][C:2]1[CH:3]=[CH:4][C:5]([C@@H:8]2[CH2:9][O:10][CH2:11][C@@H:12]3[C@H:14]([CH3:15])[O:16][C:23](=[O:27])[C:24](=[O:25])[N:13]23)=[CH:6][CH:7]=1. The catalyst class is: 46. (4) Reactant: C([O:5][C:6](=[O:39])[C:7]1[CH:12]=[CH:11][CH:10]=[C:9]([CH2:13][CH:14]([NH:28][C:29](=[O:36])[CH2:30][CH2:31][C:32]([F:35])([F:34])[F:33])[B:15]2[O:23]C3C(C)(C4CC(C3)C4(C)C)[O:16]2)[C:8]=1OC)(C)(C)C.B(Cl)(Cl)Cl. Product: [OH:16][B:15]1[C@@H:14]([NH:28][C:29](=[O:36])[CH2:30][CH2:31][C:32]([F:34])([F:33])[F:35])[CH2:13][C:9]2[CH:10]=[CH:11][CH:12]=[C:7]([C:6]([OH:5])=[O:39])[C:8]=2[O:23]1. The catalyst class is: 4. (5) Reactant: [F:1][C:2]([F:11])([F:10])[C:3]1[CH:4]=[CH:5][C:6]([NH2:9])=[N:7][CH:8]=1.C(N(C(C)C)C(C)C)C.[C:21](=O)(OC(Cl)(Cl)Cl)[O:22]C(Cl)(Cl)Cl.[NH2:33][C:34]1[CH:61]=[CH:60][C:37]([C:38]([N:40]2[CH2:45][CH2:44][N:43]([CH2:46][C:47]3[CH:48]=[C:49]([CH:57]=[CH:58][CH:59]=3)[C:50]([NH:52][C:53]([CH3:56])([CH3:55])[CH3:54])=[O:51])[CH2:42][CH2:41]2)=[O:39])=[CH:36][C:35]=1[F:62]. Product: [C:53]([NH:52][C:50](=[O:51])[C:49]1[CH:57]=[CH:58][CH:59]=[C:47]([CH2:46][N:43]2[CH2:44][CH2:45][N:40]([C:38](=[O:39])[C:37]3[CH:60]=[CH:61][C:34]([NH:33][C:21]([NH:9][C:6]4[CH:5]=[CH:4][C:3]([C:2]([F:1])([F:10])[F:11])=[CH:8][N:7]=4)=[O:22])=[C:35]([F:62])[CH:36]=3)[CH2:41][CH2:42]2)[CH:48]=1)([CH3:56])([CH3:55])[CH3:54]. The catalyst class is: 4. (6) Reactant: [F:1][CH:2]([F:40])[CH2:3][N:4]1[CH2:9][CH2:8][CH:7]([C:10]2[CH:15]=[CH:14][C:13]([C:16]3[NH:17][C:18]4[C:23]([N:24]=3)=[C:22]([C:25]3[CH:26]=[CH:27][C:28]([O:33][CH:34]5[CH2:39][CH2:38][NH:37][CH2:36][CH2:35]5)=[C:29]([CH:32]=3)[C:30]#[N:31])[N:21]=[CH:20][N:19]=4)=[CH:12][CH:11]=2)[CH2:6][CH2:5]1.[CH:41](O)=[O:42].CCN(C(C)C)C(C)C.CN(C(ON1N=NC2C=CC=NC1=2)=[N+](C)C)C.F[P-](F)(F)(F)(F)F. Product: [F:40][CH:2]([F:1])[CH2:3][N:4]1[CH2:5][CH2:6][CH:7]([C:10]2[CH:15]=[CH:14][C:13]([C:16]3[NH:17][C:18]4[C:23]([N:24]=3)=[C:22]([C:25]3[CH:26]=[CH:27][C:28]([O:33][CH:34]5[CH2:39][CH2:38][N:37]([CH:41]=[O:42])[CH2:36][CH2:35]5)=[C:29]([CH:32]=3)[C:30]#[N:31])[N:21]=[CH:20][N:19]=4)=[CH:12][CH:11]=2)[CH2:8][CH2:9]1. The catalyst class is: 3.